From a dataset of Reaction yield outcomes from USPTO patents with 853,638 reactions. Predict the reaction yield, written as a fraction of the theoretical maximum amount of product (1.0 means a 100% yield; for example, 0.34 means a 34% yield). (1) The reactants are [CH3:1][C:2]1([CH3:18])[CH2:11][CH2:10][C:9]2[C:8](=[O:12])[C:7](=[O:13])[C:6]3[CH:14]=[CH:15][CH:16]=[CH:17][C:5]=3[C:4]=2[O:3]1.[C:19]([O-:22])(=O)[CH3:20].[Na+].[C:24](O)(=[O:26])[CH3:25]. The catalyst is [Zn]. The product is [C:24]([O:12][C:8]1[C:7]([O:13][C:19](=[O:22])[CH3:20])=[C:6]2[CH:14]=[CH:15][CH:16]=[CH:17][C:5]2=[C:4]2[C:9]=1[CH2:10][CH2:11][C:2]([CH3:18])([CH3:1])[O:3]2)(=[O:26])[CH3:25]. The yield is 0.920. (2) The reactants are FC(F)(F)S(O[C:7]1[CH:12]=[CH:11][CH:10]=[C:9]([C:13]2[CH:18]=[CH:17][CH:16]=[C:15]([C:19]([O:21][CH3:22])=[O:20])[CH:14]=2)[C:8]=1[C:23]([O:25][CH3:26])=[O:24])(=O)=O.[Li+].[Cl-].[CH2:31](N(CC)CC)[CH3:32].C([Sn](CCCC)(CCCC)C=C)CCC. The catalyst is O1CCOCC1.[Pd].C1(P(C2C=CC=CC=2)C2C=CC=CC=2)C=CC=CC=1.C1(P(C2C=CC=CC=2)C2C=CC=CC=2)C=CC=CC=1.C1(P(C2C=CC=CC=2)C2C=CC=CC=2)C=CC=CC=1.C1(P(C2C=CC=CC=2)C2C=CC=CC=2)C=CC=CC=1. The product is [CH:31]([C:7]1[CH:12]=[CH:11][CH:10]=[C:9]([C:13]2[CH:18]=[CH:17][CH:16]=[C:15]([C:19]([O:21][CH3:22])=[O:20])[CH:14]=2)[C:8]=1[C:23]([O:25][CH3:26])=[O:24])=[CH2:32]. The yield is 0.990. (3) The yield is 0.639. The catalyst is O1CCOCC1.C1C=CC(P(C2C=CC=CC=2)[C-]2C=CC=C2)=CC=1.C1C=CC(P(C2C=CC=CC=2)[C-]2C=CC=C2)=CC=1.Cl[Pd]Cl.[Fe+2]. The reactants are Br[C:2]1[CH:7]=[CH:6][C:5]([CH2:8][C:9]([O:11][CH3:12])=[O:10])=[CH:4][C:3]=1[F:13].[CH3:14][C:15]1([CH3:31])[C:19]([CH3:21])([CH3:20])[O:18][B:17]([B:17]2[O:18][C:19]([CH3:21])([CH3:20])[C:15]([CH3:31])([CH3:14])[O:16]2)[O:16]1.C([O-])(=O)C.[K+]. The product is [F:13][C:3]1[CH:4]=[C:5]([CH2:8][C:9]([O:11][CH3:12])=[O:10])[CH:6]=[CH:7][C:2]=1[B:17]1[O:18][C:19]([CH3:21])([CH3:20])[C:15]([CH3:31])([CH3:14])[O:16]1. (4) The reactants are [NH:1]1[C:9]2[C:4](=[CH:5][CH:6]=[CH:7][CH:8]=2)[C:3]2([C:13]3=[CH:14][C:15]4[O:19][CH2:18][O:17][C:16]=4[CH:20]=[C:12]3[O:11][CH2:10]2)[C:2]1=[O:21].[CH3:22][O:23][C:24]1[CH:31]=[CH:30][C:27]([CH2:28]Cl)=[CH:26][CH:25]=1.[I-].[K+].C(=O)([O-])[O-].[Cs+].[Cs+]. The catalyst is CC(=O)CC.C(OCC)(=O)C. The product is [CH3:22][O:23][C:24]1[CH:31]=[CH:30][C:27]([CH2:28][N:1]2[C:9]3[C:4](=[CH:5][CH:6]=[CH:7][CH:8]=3)[C:3]3([C:13]4=[CH:14][C:15]5[O:19][CH2:18][O:17][C:16]=5[CH:20]=[C:12]4[O:11][CH2:10]3)[C:2]2=[O:21])=[CH:26][CH:25]=1. The yield is 0.890. (5) The reactants are [CH3:1][N:2]([CH2:7][C:8]1[N:9]([CH3:17])[C:10]2[C:15]([CH:16]=1)=[CH:14][CH:13]=[CH:12][CH:11]=2)[C:3](=[O:6])[CH:4]=[CH2:5].[C:18]1([NH:24][C:25]2[CH:30]=[CH:29][C:28](Br)=[CH:27][N:26]=2)[CH:23]=[CH:22][CH:21]=[CH:20][CH:19]=1.CCN(C(C)C)C(C)C.CC1C=CC=CC=1P(C1C=CC=CC=1C)C1C=CC=CC=1C. The catalyst is C(#N)CC.CC([O-])=O.CC([O-])=O.[Pd+2]. The product is [CH3:1][N:2]([CH2:7][C:8]1[N:9]([CH3:17])[C:10]2[C:15]([CH:16]=1)=[CH:14][CH:13]=[CH:12][CH:11]=2)[C:3](=[O:6])/[CH:4]=[CH:5]/[C:28]1[CH:27]=[N:26][C:25]([NH:24][C:18]2[CH:23]=[CH:22][CH:21]=[CH:20][CH:19]=2)=[CH:30][CH:29]=1. The yield is 0.690. (6) The reactants are [CH3:1][O:2][C:3]1[S:7][C:6]([C:8]([OH:10])=[O:9])=[CH:5][CH:4]=1.OS(O)(=O)=O.[C:16]([O-])(O)=O.[Na+].[OH-].[Na+]. The catalyst is CO. The product is [CH3:1][O:2][C:3]1[S:7][C:6]([C:8]([O:10][CH3:16])=[O:9])=[CH:5][CH:4]=1. The yield is 0.560.